This data is from Full USPTO retrosynthesis dataset with 1.9M reactions from patents (1976-2016). The task is: Predict the reactants needed to synthesize the given product. Given the product [Br:17][CH2:13][C:10]1[CH:11]=[CH:12][C:7]([C:6]([NH:5][C:1]([CH3:4])([CH3:3])[CH3:2])=[O:16])=[C:8]([O:14][CH3:15])[CH:9]=1, predict the reactants needed to synthesize it. The reactants are: [C:1]([NH:5][C:6](=[O:16])[C:7]1[CH:12]=[CH:11][C:10]([CH3:13])=[CH:9][C:8]=1[O:14][CH3:15])([CH3:4])([CH3:3])[CH3:2].[Br:17]N1C(=O)CCC1=O.